This data is from Forward reaction prediction with 1.9M reactions from USPTO patents (1976-2016). The task is: Predict the product of the given reaction. (1) Given the reactants Cl[C:2]1[NH:6][C:5]2[CH:7]=[CH:8][C:9]([S:11]([N:14]3[CH2:19][CH2:18][O:17][CH2:16][CH2:15]3)(=[O:13])=[O:12])=[CH:10][C:4]=2[N:3]=1.[NH2:20][C:21]1[CH:26]=[C:25]([Cl:27])[CH:24]=[CH:23][C:22]=1[OH:28].Cl, predict the reaction product. The product is: [Cl:27][C:25]1[CH:24]=[CH:23][C:22]([OH:28])=[C:21]([NH:20][C:2]2[NH:6][C:5]3[CH:7]=[CH:8][C:9]([S:11]([N:14]4[CH2:19][CH2:18][O:17][CH2:16][CH2:15]4)(=[O:13])=[O:12])=[CH:10][C:4]=3[N:3]=2)[CH:26]=1. (2) Given the reactants [N:1]1[C:10]2[C:5](=[CH:6][C:7]([NH2:11])=[CH:8][CH:9]=2)[CH:4]=[CH:3][CH:2]=1.[N:12]([O-])=O.[Na+].S(Cl)[Cl:17].O.O, predict the reaction product. The product is: [ClH:17].[N:1]1[C:10]2[C:5](=[CH:6][C:7]([NH:11][NH2:12])=[CH:8][CH:9]=2)[CH:4]=[CH:3][CH:2]=1. (3) Given the reactants C([N:4]1[C:12]2[C:7](=[CH:8][CH:9]=[CH:10][CH:11]=2)[CH2:6][CH2:5]1)(=O)C.C(Cl)(Cl)(Cl)[Cl:14], predict the reaction product. The product is: [Cl:14][C:9]1[CH:8]=[C:7]2[C:12](=[CH:11][CH:10]=1)[NH:4][CH2:5][CH2:6]2. (4) Given the reactants [N:1]([O-:3])=O.[Na+].[Cl:5][C:6]1[CH:7]=[C:8]([CH:17]=[CH:18][CH:19]=1)[CH:9]=[C:10]1[NH:14][C:13](=[O:15])[CH:12]=[C:11]1[OH:16], predict the reaction product. The product is: [Cl:5][C:6]1[CH:7]=[C:8]([CH:17]=[CH:18][CH:19]=1)[CH:9]=[C:10]1[NH:14][C:13](=[O:15])[C:12](=[N:1][OH:3])[C:11]1=[O:16]. (5) Given the reactants [Cl:1][C:2]1[CH:3]=[C:4]([NH:9][C:10]2[C:19]3[C:14](=[CH:15][C:16]([O:23][CH3:24])=[C:17]([N+:20]([O-])=O)[CH:18]=3)[N:13]=[CH:12][N:11]=2)[CH:5]=[CH:6][C:7]=1[F:8], predict the reaction product. The product is: [Cl:1][C:2]1[CH:3]=[C:4]([NH:9][C:10]2[C:19]3[C:14](=[CH:15][C:16]([O:23][CH3:24])=[C:17]([NH2:20])[CH:18]=3)[N:13]=[CH:12][N:11]=2)[CH:5]=[CH:6][C:7]=1[F:8]. (6) Given the reactants [NH:1](C(OC(C)(C)C)=O)[C@H:2]([C:8]([O:10]C(C)(C)C)=[O:9])[CH2:3][CH2:4][C:5](=[O:7])O.C1C=NC2N(O)N=NC=2C=1.CN(C(ON1N=NC2C=CC=NC1=2)=[N+](C)C)C.F[P-](F)(F)(F)(F)F.[NH2:56][C:57]1[CH:58]=[C:59]([P:63](=[O:66])([OH:65])[OH:64])[CH:60]=[CH:61][CH:62]=1, predict the reaction product. The product is: [P:63]([C:59]1[CH:58]=[C:57]([NH:56][C:5](=[O:7])[CH2:4][CH2:3][C@@H:2]([C:8]([OH:10])=[O:9])[NH2:1])[CH:62]=[CH:61][CH:60]=1)([OH:66])([OH:65])=[O:64]. (7) The product is: [OH:27][B:18]1[C:17]2[CH:28]=[C:13]([O:12][CH2:11][CH2:10][CH2:9][OH:8])[CH:14]=[C:15]([CH3:29])[C:16]=2[CH:20]([CH2:21][C:22]([O:24][CH2:25][CH3:26])=[O:23])[O:19]1. Given the reactants [Si]([O:8][CH2:9][CH2:10][CH2:11][O:12][C:13]1[CH:14]=[C:15]([CH3:29])[C:16]2[CH:20]([CH2:21][C:22]([O:24][CH2:25][CH3:26])=[O:23])[O:19][B:18]([OH:27])[C:17]=2[CH:28]=1)(C(C)(C)C)(C)C.C1COCC1.O, predict the reaction product. (8) Given the reactants [F-].C([N+](CCCC)(CCCC)CCCC)CCC.C1COCC1.[Si]([O:31][CH2:32][C:33]1[N:34]=[C:35]([CH3:66])[N:36]2[CH:40]=[C:39]([C:41]3[C@H:42]([CH3:65])[C@@H:43]4[C@@H:60]([C@H:61]([OH:63])[CH3:62])[C:59](=[O:64])[N:44]4[C:45]=3[C:46]([O:48][CH2:49][C:50]3[CH:55]=[CH:54][C:53]([N+:56]([O-:58])=[O:57])=[CH:52][CH:51]=3)=[O:47])[S:38][C:37]=12)(C(C)(C)C)(C)C.C(=O)([O-])O.[Na+], predict the reaction product. The product is: [OH:63][C@@H:61]([C@H:60]1[C:59](=[O:64])[N:44]2[C:45]([C:46]([O:48][CH2:49][C:50]3[CH:55]=[CH:54][C:53]([N+:56]([O-:58])=[O:57])=[CH:52][CH:51]=3)=[O:47])=[C:41]([C:39]3[S:38][C:37]4=[C:33]([CH2:32][OH:31])[N:34]=[C:35]([CH3:66])[N:36]4[CH:40]=3)[C@H:42]([CH3:65])[C@H:43]12)[CH3:62].